Dataset: Reaction yield outcomes from USPTO patents with 853,638 reactions. Task: Predict the reaction yield, written as a fraction of the theoretical maximum amount of product (1.0 means a 100% yield; for example, 0.34 means a 34% yield). (1) The reactants are B1C2CCCC1CCC2.[CH2:10]([C:14]1[C:15]2[C:22]([C:23]3[CH:28]=[CH:27][C:26]([F:29])=[CH:25][CH:24]=3)=[CH:21][S:20][C:16]=2[N:17]=[CH:18][N:19]=1)[CH2:11][CH:12]=[CH2:13].[OH-:30].[Na+].OO. The catalyst is O1CCCC1.C(OCC)(=O)C.C(O)C. The product is [F:29][C:26]1[CH:25]=[CH:24][C:23]([C:22]2[C:15]3[C:14]([CH2:10][CH2:11][CH2:12][CH2:13][OH:30])=[N:19][CH:18]=[N:17][C:16]=3[S:20][CH:21]=2)=[CH:28][CH:27]=1. The yield is 0.470. (2) The reactants are C(Cl)(=O)[C:2](Cl)=[O:3].CN(C)C=O.ClCCl.[CH3:15][NH:16][C:17]([C:19]1[NH:20][C:21]2[C:26]([CH:27]=1)=[CH:25][CH:24]=[CH:23][CH:22]=2)=[O:18]. The catalyst is O. The product is [CH:2]([C:27]1[C:26]2[C:21](=[CH:22][CH:23]=[CH:24][CH:25]=2)[NH:20][C:19]=1[C:17]([NH:16][CH3:15])=[O:18])=[O:3]. The yield is 0.500. (3) The reactants are [NH2:1][C:2]1[C:3]2[C:10](I)=[CH:9][N:8]([C@@H:12]3[CH2:17][CH2:16][CH2:15][N:14]([C:18]([O:20][C:21]([CH3:24])([CH3:23])[CH3:22])=[O:19])[CH2:13]3)[C:4]=2[N:5]=[CH:6][N:7]=1.[O:25]([C:32]1[CH:37]=[CH:36][C:35](B(O)O)=[CH:34][CH:33]=1)[C:26]1[CH:31]=[CH:30][CH:29]=[CH:28][CH:27]=1.C([O-])([O-])=O.[Na+].[Na+]. The catalyst is O1CCOCC1.O.C1C=CC([P]([Pd]([P](C2C=CC=CC=2)(C2C=CC=CC=2)C2C=CC=CC=2)([P](C2C=CC=CC=2)(C2C=CC=CC=2)C2C=CC=CC=2)[P](C2C=CC=CC=2)(C2C=CC=CC=2)C2C=CC=CC=2)(C2C=CC=CC=2)C2C=CC=CC=2)=CC=1. The product is [NH2:1][C:2]1[C:3]2[C:10]([C:35]3[CH:36]=[CH:37][C:32]([O:25][C:26]4[CH:31]=[CH:30][CH:29]=[CH:28][CH:27]=4)=[CH:33][CH:34]=3)=[CH:9][N:8]([C@@H:12]3[CH2:17][CH2:16][CH2:15][N:14]([C:18]([O:20][C:21]([CH3:24])([CH3:23])[CH3:22])=[O:19])[CH2:13]3)[C:4]=2[N:5]=[CH:6][N:7]=1. The yield is 0.550. (4) The reactants are [OH:1][C:2]1[CH:10]=[CH:9][C:5]([C:6]([OH:8])=[O:7])=[CH:4][C:3]=1[I:11].Cl.[CH3:13]O. No catalyst specified. The product is [OH:1][C:2]1[CH:10]=[CH:9][C:5]([C:6]([O:8][CH3:13])=[O:7])=[CH:4][C:3]=1[I:11]. The yield is 0.360. (5) The reactants are [F:1][C:2]1[CH:46]=[CH:45][CH:44]=[C:43]([F:47])[C:3]=1[CH2:4][N:5]1[C:10]2[S:11][C:12]([C:21]3[CH:26]=[CH:25][C:24]([NH:27][C:28]([NH:30][O:31][CH3:32])=[O:29])=[CH:23][CH:22]=3)=[C:13]([CH2:14][N:15]3[CH2:20][CH2:19][O:18][CH2:17][CH2:16]3)[C:9]=2[C:8](=[O:33])[N:7]([C:34]2[N:35]=[N:36][C:37]([O:40]C)=[CH:38][CH:39]=2)[C:6]1=[O:42].Cl.C(O)(=O)C.C(=O)(O)[O-].[Na+]. The catalyst is C1COCC1.C(OCC)(=O)C. The product is [F:47][C:43]1[CH:44]=[CH:45][CH:46]=[C:2]([F:1])[C:3]=1[CH2:4][N:5]1[C:10]2[S:11][C:12]([C:21]3[CH:26]=[CH:25][C:24]([NH:27][C:28]([NH:30][O:31][CH3:32])=[O:29])=[CH:23][CH:22]=3)=[C:13]([CH2:14][N:15]([CH2:16][CH2:17][O:18][CH3:19])[CH3:20])[C:9]=2[C:8](=[O:33])[N:7]([C:34]2[N:35]=[N:36][C:37]([OH:40])=[CH:38][CH:39]=2)[C:6]1=[O:42]. The yield is 0.410. (6) The reactants are [CH2:1]([C:8]1[C:9]([O:29][C:30]2[CH:35]=[CH:34][C:33]([F:36])=[CH:32][C:31]=2[C:37](=[O:39])[CH3:38])=[N:10][C:11]2[C:16]([CH:17]=1)=[CH:15][C:14]([N:18]1[CH:22]=[C:21]([C:23]3[CH:28]=[CH:27][CH:26]=[CH:25][CH:24]=3)[N:20]=[N:19]1)=[CH:13][CH:12]=2)[C:2]1[CH:7]=[CH:6][CH:5]=[CH:4][CH:3]=1.[BH4-].[Na+]. The catalyst is C(O)C.O1CCCC1. The product is [CH2:1]([C:8]1[C:9]([O:29][C:30]2[CH:35]=[CH:34][C:33]([F:36])=[CH:32][C:31]=2[CH:37]([OH:39])[CH3:38])=[N:10][C:11]2[C:16]([CH:17]=1)=[CH:15][C:14]([N:18]1[CH:22]=[C:21]([C:23]3[CH:28]=[CH:27][CH:26]=[CH:25][CH:24]=3)[N:20]=[N:19]1)=[CH:13][CH:12]=2)[C:2]1[CH:3]=[CH:4][CH:5]=[CH:6][CH:7]=1. The yield is 0.910. (7) The reactants are [ClH:1].Cl.[N:3]1([C:9]2[N:14]=[CH:13][N:12]=[C:11]3[NH:15][N:16]=[CH:17][C:10]=23)[CH2:8][CH2:7][NH:6][CH2:5][CH2:4]1.C1C=CC2N(O)N=NC=2C=1.CCN=C=NCCCN(C)C.C(OC([NH:46][CH2:47][CH2:48][CH:49]([C:53]1[CH:58]=[CH:57][CH:56]=[CH:55][C:54]=1[Cl:59])[C:50](O)=[O:51])=O)(C)(C)C.C(N(CC)CC)C. The catalyst is CN(C=O)C. The product is [ClH:59].[ClH:1].[NH2:46][CH2:47][CH2:48][CH:49]([C:53]1[CH:58]=[CH:57][CH:56]=[CH:55][C:54]=1[Cl:59])[C:50]([N:6]1[CH2:5][CH2:4][N:3]([C:9]2[N:14]=[CH:13][N:12]=[C:11]3[NH:15][N:16]=[CH:17][C:10]=23)[CH2:8][CH2:7]1)=[O:51]. The yield is 0.670.